This data is from Catalyst prediction with 721,799 reactions and 888 catalyst types from USPTO. The task is: Predict which catalyst facilitates the given reaction. The catalyst class is: 10. Reactant: [NH2:1][C:2]1[C:3]([C:8]2[CH:17]=[CH:16][C:11]([C:12]([O:14][CH3:15])=[O:13])=[C:10]([F:18])[CH:9]=2)=[N:4][CH:5]=[CH:6][N:7]=1.C1C(=O)N([Br:26])C(=O)C1.C(=O)(O)[O-].[Na+]. Product: [NH2:1][C:2]1[C:3]([C:8]2[CH:17]=[CH:16][C:11]([C:12]([O:14][CH3:15])=[O:13])=[C:10]([F:18])[CH:9]=2)=[N:4][C:5]([Br:26])=[CH:6][N:7]=1.